The task is: Regression. Given two drug SMILES strings and cell line genomic features, predict the synergy score measuring deviation from expected non-interaction effect.. This data is from NCI-60 drug combinations with 297,098 pairs across 59 cell lines. (1) Drug 1: C1=NC2=C(N1)C(=S)N=C(N2)N. Drug 2: CC1=C(C(=CC=C1)Cl)NC(=O)C2=CN=C(S2)NC3=CC(=NC(=N3)C)N4CCN(CC4)CCO. Cell line: HL-60(TB). Synergy scores: CSS=64.7, Synergy_ZIP=0.899, Synergy_Bliss=2.84, Synergy_Loewe=0.737, Synergy_HSA=1.33. (2) Drug 1: CCC1(CC2CC(C3=C(CCN(C2)C1)C4=CC=CC=C4N3)(C5=C(C=C6C(=C5)C78CCN9C7C(C=CC9)(C(C(C8N6C)(C(=O)OC)O)OC(=O)C)CC)OC)C(=O)OC)O.OS(=O)(=O)O. Drug 2: CN(CC1=CN=C2C(=N1)C(=NC(=N2)N)N)C3=CC=C(C=C3)C(=O)NC(CCC(=O)O)C(=O)O. Cell line: MOLT-4. Synergy scores: CSS=43.5, Synergy_ZIP=4.46, Synergy_Bliss=6.99, Synergy_Loewe=-20.6, Synergy_HSA=3.10. (3) Drug 1: C1CN1C2=NC(=NC(=N2)N3CC3)N4CC4. Drug 2: C(CCl)NC(=O)N(CCCl)N=O. Cell line: A549. Synergy scores: CSS=44.1, Synergy_ZIP=0.202, Synergy_Bliss=-0.0484, Synergy_Loewe=-21.2, Synergy_HSA=0.668. (4) Drug 1: CC1CCC2CC(C(=CC=CC=CC(CC(C(=O)C(C(C(=CC(C(=O)CC(OC(=O)C3CCCCN3C(=O)C(=O)C1(O2)O)C(C)CC4CCC(C(C4)OC)OCCO)C)C)O)OC)C)C)C)OC. Drug 2: C1=NNC2=C1C(=O)NC=N2. Cell line: RXF 393. Synergy scores: CSS=6.62, Synergy_ZIP=0.556, Synergy_Bliss=-5.21, Synergy_Loewe=-8.66, Synergy_HSA=-4.79. (5) Drug 1: CN1CCC(CC1)COC2=C(C=C3C(=C2)N=CN=C3NC4=C(C=C(C=C4)Br)F)OC. Drug 2: C1CN(CCN1C(=O)CCBr)C(=O)CCBr. Cell line: CAKI-1. Synergy scores: CSS=47.3, Synergy_ZIP=-7.60, Synergy_Bliss=-1.70, Synergy_Loewe=0.323, Synergy_HSA=3.99. (6) Drug 1: C1=CC(=CC=C1CCCC(=O)O)N(CCCl)CCCl. Drug 2: CC1=C(N=C(N=C1N)C(CC(=O)N)NCC(C(=O)N)N)C(=O)NC(C(C2=CN=CN2)OC3C(C(C(C(O3)CO)O)O)OC4C(C(C(C(O4)CO)O)OC(=O)N)O)C(=O)NC(C)C(C(C)C(=O)NC(C(C)O)C(=O)NCCC5=NC(=CS5)C6=NC(=CS6)C(=O)NCCC[S+](C)C)O. Cell line: TK-10. Synergy scores: CSS=10.9, Synergy_ZIP=-5.26, Synergy_Bliss=0.832, Synergy_Loewe=1.47, Synergy_HSA=2.15. (7) Cell line: SK-MEL-5. Drug 1: CCN(CC)CCCC(C)NC1=C2C=C(C=CC2=NC3=C1C=CC(=C3)Cl)OC. Drug 2: C1CN(CCN1C(=O)CCBr)C(=O)CCBr. Synergy scores: CSS=26.4, Synergy_ZIP=-7.77, Synergy_Bliss=-1.96, Synergy_Loewe=-3.57, Synergy_HSA=-2.05. (8) Drug 2: C1=C(C(=O)NC(=O)N1)F. Synergy scores: CSS=27.2, Synergy_ZIP=1.42, Synergy_Bliss=2.09, Synergy_Loewe=-3.73, Synergy_HSA=3.75. Drug 1: CC1=CC2C(CCC3(C2CCC3(C(=O)C)OC(=O)C)C)C4(C1=CC(=O)CC4)C. Cell line: SN12C. (9) Drug 1: C1CNP(=O)(OC1)N(CCCl)CCCl. Drug 2: N.N.Cl[Pt+2]Cl. Cell line: NCI-H522. Synergy scores: CSS=63.9, Synergy_ZIP=-2.55, Synergy_Bliss=0.507, Synergy_Loewe=-29.0, Synergy_HSA=3.72.